Dataset: Full USPTO retrosynthesis dataset with 1.9M reactions from patents (1976-2016). Task: Predict the reactants needed to synthesize the given product. (1) Given the product [F:24][CH:23]([F:25])[O:22][C:12]1[N:11]=[CH:10][C:9]2[O:8][C:5]3[C:4]([C@:15]4([N:20]=[C:19]([NH2:21])[CH2:18][O:17][CH2:16]4)[C:14]=2[CH:13]=1)=[CH:3][C:2]([C:32]1[C:27]([F:26])=[N:28][CH:29]=[CH:30][CH:31]=1)=[CH:7][CH:6]=3, predict the reactants needed to synthesize it. The reactants are: Br[C:2]1[CH:3]=[C:4]2[C@:15]3([N:20]=[C:19]([NH2:21])[CH2:18][O:17][CH2:16]3)[C:14]3[CH:13]=[C:12]([O:22][CH:23]([F:25])[F:24])[N:11]=[CH:10][C:9]=3[O:8][C:5]2=[CH:6][CH:7]=1.[F:26][C:27]1[C:32](B(O)O)=[CH:31][CH:30]=[CH:29][N:28]=1.P([O-])([O-])([O-])=O.[K+].[K+].[K+]. (2) The reactants are: C(OC([NH:8][C@@H:9]1[C@@H:14]([NH:15][C:16]([O:18][C:19]([CH3:22])([CH3:21])[CH3:20])=[O:17])[CH2:13][C:12]([C:23]#[N:24])=[CH:11][C@H:10]1[O:25][CH:26]([CH2:29][CH3:30])[CH2:27][CH3:28])=O)(C)(C)C.C(O)(C(F)(F)F)=O.CCN(CC)CC.CC(OC(OC(OC(C)(C)C)=O)=O)(C)C. Given the product [NH2:8][C@@H:9]1[C@@H:14]([NH:15][C:16]([O:18][C:19]([CH3:22])([CH3:21])[CH3:20])=[O:17])[CH2:13][C:12]([C:23]#[N:24])=[CH:11][C@H:10]1[O:25][CH:26]([CH2:29][CH3:30])[CH2:27][CH3:28], predict the reactants needed to synthesize it. (3) Given the product [CH2:16]([O:18][C:19]1[CH:24]=[CH:23][C:22]([C@H:25]2[CH2:26][CH2:27][C@H:28]([CH:31]3[CH2:36][CH2:35][CH:34]([C@H:37]4[CH2:42][CH2:41][C@H:40]([CH2:43][CH2:44][CH2:45][CH2:46][CH3:47])[CH2:39][CH2:38]4)[O:33][CH:32]3[OH:48])[CH2:29][CH2:30]2)=[C:21]([F:49])[C:20]=1[F:50])[CH3:17], predict the reactants needed to synthesize it. The reactants are: [H-].C([Al+]CC(C)C)C(C)C.O1CCCC1.[CH2:16]([O:18][C:19]1[CH:24]=[CH:23][C:22]([C@H:25]2[CH2:30][CH2:29][C@H:28]([CH:31]3[CH2:36][CH2:35][CH:34]([C@H:37]4[CH2:42][CH2:41][C@H:40]([CH2:43][CH2:44][CH2:45][CH2:46][CH3:47])[CH2:39][CH2:38]4)[O:33][C:32]3=[O:48])[CH2:27][CH2:26]2)=[C:21]([F:49])[C:20]=1[F:50])[CH3:17]. (4) Given the product [CH3:35][C@H:24]1[N:23]2[C:28]([CH2:29][O:30][C:31]3[C:22]2=[CH:21][C:20]([NH:19][C:16]2([CH3:18])[CH2:15][NH:14][CH2:17]2)=[CH:33][CH:32]=3)=[N:27][NH:26][C:25]1=[O:34], predict the reactants needed to synthesize it. The reactants are: C([N:14]1[CH2:17][C:16]([NH:19][C:20]2[CH:21]=[C:22]3[C:31](=[CH:32][CH:33]=2)[O:30][CH2:29][C:28]2[N:23]3[C@H:24]([CH3:35])[C:25](=[O:34])[NH:26][N:27]=2)([CH3:18])[CH2:15]1)(C1C=CC=CC=1)C1C=CC=CC=1.Cl. (5) Given the product [Cl:20][C:15]1[CH:16]=[C:17]([O:1][C:2]2[CH:3]=[C:4]3[C:9](=[CH:10][CH:11]=2)[N:8]=[CH:7][CH:6]=[CH:5]3)[N:18]=[C:13]([NH2:12])[N:14]=1, predict the reactants needed to synthesize it. The reactants are: [OH:1][C:2]1[CH:3]=[C:4]2[C:9](=[CH:10][CH:11]=1)[N:8]=[CH:7][CH:6]=[CH:5]2.[NH2:12][C:13]1[N:18]=[C:17](Cl)[CH:16]=[C:15]([Cl:20])[N:14]=1.[OH-].[Na+].